From a dataset of Forward reaction prediction with 1.9M reactions from USPTO patents (1976-2016). Predict the product of the given reaction. (1) The product is: [Br:25][C:26]1[CH:27]=[CH:28][CH:29]=[C:30]2[C:35]=1[N:34]=[C:33](/[CH:36]=[N:6]/[C:5]1[C:4]([CH:1]([CH3:3])[CH3:2])=[CH:10][CH:9]=[CH:8][C:7]=1[CH:11]([CH3:13])[CH3:12])[CH:32]=[CH:31]2. Given the reactants [CH:1]([C:4]1[CH:10]=[CH:9][CH:8]=[C:7]([CH:11]([CH3:13])[CH3:12])[C:5]=1[NH2:6])([CH3:3])[CH3:2].C1(C)C=CC(S(O)(=O)=O)=CC=1.[Br:25][C:26]1[CH:27]=[CH:28][CH:29]=[C:30]2[C:35]=1[N:34]=[C:33]([CH:36]=O)[CH:32]=[CH:31]2, predict the reaction product. (2) Given the reactants [F:1][C:2]1[CH:7]=[CH:6][CH:5]=[C:4]([F:8])[C:3]=1[N:9]1[C:14]2[N:15]=[C:16]([N:29]3[CH2:34][CH2:33][CH:32]([N:35]4[CH2:40][CH2:39][CH:38]([CH3:41])[CH2:37][CH2:36]4)[CH2:31][CH2:30]3)[N:17]=[C:18]([C:19]3[CH:20]=[C:21]([CH:25]=[CH:26][C:27]=3[CH3:28])[C:22](O)=[O:23])[C:13]=2[CH:12]=[CH:11][C:10]1=[O:42].CN(C(ON1N=[N:58][C:53]2[CH:54]=[CH:55][CH:56]=[CH:57]C1=2)=[N+](C)C)C.F[P-](F)(F)(F)(F)F.C(N(CC)CC)C.C1(N)CCCC1, predict the reaction product. The product is: [CH:53]1([NH:58][C:22](=[O:23])[C:21]2[CH:25]=[CH:26][C:27]([CH3:28])=[C:19]([C:18]3[C:13]4[CH:12]=[CH:11][C:10](=[O:42])[N:9]([C:3]5[C:2]([F:1])=[CH:7][CH:6]=[CH:5][C:4]=5[F:8])[C:14]=4[N:15]=[C:16]([N:29]4[CH2:34][CH2:33][CH:32]([N:35]5[CH2:36][CH2:37][CH:38]([CH3:41])[CH2:39][CH2:40]5)[CH2:31][CH2:30]4)[N:17]=3)[CH:20]=2)[CH2:54][CH2:55][CH2:56][CH2:57]1. (3) Given the reactants C(O[C:6]([N:8]1[CH2:13][CH2:12][C@@H:11]([OH:14])[C@@H:10]([F:15])[CH2:9]1)=O)(C)(C)C.ClC1[N:22]=[C:21]([NH2:23])[CH:20]=[CH:19][N:18]=1.C(N(CC)CC)C, predict the reaction product. The product is: [NH2:23][C:21]1[CH:20]=[CH:19][N:18]=[C:6]([N:8]2[CH2:13][CH2:12][C@@H:11]([OH:14])[C@@H:10]([F:15])[CH2:9]2)[N:22]=1. (4) Given the reactants C(O[C:6]([NH:8][C:9]1[CH:14]=[CH:13][CH:12]=[CH:11][C:10]=1[NH2:15])=[O:7])(C)(C)C.[O:16]1[CH2:21][CH2:20][N:19]([C:22]2[CH:30]=[CH:29][C:25](C(O)=O)=[CH:24][CH:23]=2)[CH2:18][CH2:17]1, predict the reaction product. The product is: [NH2:15][C:10]1[CH:11]=[CH:12][CH:13]=[CH:14][C:9]=1[NH:8][C:6](=[O:7])[C:25]1[CH:24]=[CH:23][C:22]([N:19]2[CH2:18][CH2:17][O:16][CH2:21][CH2:20]2)=[CH:30][CH:29]=1. (5) Given the reactants C1([C:7]2(CC=O)[CH2:16][CH2:15][CH2:14][CH2:13][C:8]32[O:12][CH2:11][CH2:10][O:9]3)C=CC=CC=1.[C:33]1(P(=CC(OC)=O)([C:33]2[CH:38]=[CH:37][CH:36]=[CH:35][CH:34]=2)[C:33]2[CH:38]=[CH:37][CH:36]=[CH:35][CH:34]=2)[CH:38]=[CH:37][CH:36]=[CH:35][CH:34]=1, predict the reaction product. The product is: [C:33]1([C:7]2([CH2:15]/[CH:16]=[CH:7]/[C:8]([O:9][CH3:10])=[O:12])[CH2:16][CH2:15][CH2:14][CH2:13][C:8]32[O:12][CH2:11][CH2:10][O:9]3)[CH:34]=[CH:35][CH:36]=[CH:37][CH:38]=1. (6) Given the reactants Br[CH2:2][C:3]1[N:4]=[C:5]([C:8](=[O:10])[CH3:9])[S:6][CH:7]=1.[C:11]([OH:14])(=[O:13])[CH3:12].C([O-])(=O)C.[K+], predict the reaction product. The product is: [C:8]([C:5]1[S:6][CH:7]=[C:3]([CH2:2][O:14][C:11](=[O:13])[CH3:12])[N:4]=1)(=[O:10])[CH3:9].